From a dataset of Catalyst prediction with 721,799 reactions and 888 catalyst types from USPTO. Predict which catalyst facilitates the given reaction. (1) Product: [Cl:11][C:6]1[N:5]=[C:4]([N:12]2[CH2:17][CH2:16][O:15][CH2:14][C@@H:13]2[CH3:18])[N:3]=[C:2]([NH:30][CH:28]2[CH2:27][N:26]([C:24]([O:23][C:19]([CH3:22])([CH3:21])[CH3:20])=[O:25])[CH2:29]2)[C:7]=1[CH2:8][CH2:9][OH:10]. The catalyst class is: 16. Reactant: Cl[C:2]1[C:7]([CH2:8][CH2:9][OH:10])=[C:6]([Cl:11])[N:5]=[C:4]([N:12]2[CH2:17][CH2:16][O:15][CH2:14][C@@H:13]2[CH3:18])[N:3]=1.[C:19]([O:23][C:24]([N:26]1[CH2:29][CH:28]([NH2:30])[CH2:27]1)=[O:25])([CH3:22])([CH3:21])[CH3:20].CCN(C(C)C)C(C)C.O. (2) Reactant: [F:1][C:2]1[CH:3]=[C:4]([NH:8][C:9]([C:11]2[NH:12][C:13]3[C:18]([CH:19]=2)=[CH:17][C:16]([CH:20]2[CH2:24][CH2:23][NH:22][CH2:21]2)=[CH:15][CH:14]=3)=[O:10])[CH:5]=[N:6][CH:7]=1.C(=O)([O-])[O-].[K+].[K+].Br[CH:32]1[CH2:35][CH2:34][CH2:33]1. Product: [CH2:34]([N:22]1[CH2:23][CH2:24][CH:20]([C:16]2[CH:17]=[C:18]3[C:13](=[CH:14][CH:15]=2)[NH:12][C:11]([C:9]([NH:8][C:4]2[CH:5]=[N:6][CH:7]=[C:2]([F:1])[CH:3]=2)=[O:10])=[CH:19]3)[CH2:21]1)[CH2:33][CH:32]=[CH2:35]. The catalyst class is: 39. (3) Reactant: C(=O)([O-])[O-].[K+].[K+].Cl.Cl[CH2:9][CH2:10][CH:11]1[CH2:15][CH2:14][CH2:13][N:12]1[CH3:16].[I-].[Na+].[OH:19][C:20]1[CH:29]=[CH:28][C:27]2[N:26]=[C:25]([NH2:30])[C:24]3[N:31]=[C:32]([CH2:37][O:38][CH3:39])[N:33]([CH2:34][CH2:35][CH3:36])[C:23]=3[C:22]=2[CH:21]=1. Product: [CH3:39][O:38][CH2:37][C:32]1[N:33]([CH2:34][CH2:35][CH3:36])[C:23]2[C:22]3[CH:21]=[C:20]([O:19][CH2:9][CH2:10][CH:11]4[CH2:15][CH2:14][CH2:13][N:12]4[CH3:16])[CH:29]=[CH:28][C:27]=3[N:26]=[C:25]([NH2:30])[C:24]=2[N:31]=1. The catalyst class is: 21. (4) Reactant: [C:1]([C:3]1[CH:7]=[C:6]([CH2:8][C:9]([NH:12][C:13](=[O:19])[O:14][C:15]([CH3:18])([CH3:17])[CH3:16])([CH3:11])[CH3:10])[N:5]([CH2:20][CH2:21][CH3:22])[N:4]=1)#[N:2].[Br:23]Br. Product: [Br:23][C:7]1[C:3]([C:1]#[N:2])=[N:4][N:5]([CH2:20][CH2:21][CH3:22])[C:6]=1[CH2:8][C:9]([NH:12][C:13](=[O:19])[O:14][C:15]([CH3:18])([CH3:17])[CH3:16])([CH3:11])[CH3:10]. The catalyst class is: 22. (5) The catalyst class is: 699. Reactant: [CH:1]1([CH:6]=O)[CH2:5][CH2:4][CH2:3][CH2:2]1.[F:8][C:9]([F:45])([F:44])[C:10]1[CH:11]=[C:12]([CH:37]=[C:38]([C:40]([F:43])([F:42])[F:41])[CH:39]=1)[CH2:13][N:14]([C:31]1[N:32]=[N:33][N:34]([CH3:36])[N:35]=1)[C@H:15]1[CH2:21][CH2:20][CH2:19][NH:18][C:17]2[CH:22]=[C:23]([C:27]([F:30])([F:29])[F:28])[C:24]([CH3:26])=[CH:25][C:16]1=2.C(O[BH-](OC(=O)C)OC(=O)C)(=O)C.[Na+]. Product: [F:45][C:9]([F:8])([F:44])[C:10]1[CH:11]=[C:12]([CH:37]=[C:38]([C:40]([F:43])([F:41])[F:42])[CH:39]=1)[CH2:13][N:14]([C@H:15]1[CH2:21][CH2:20][CH2:19][N:18]([CH2:6][CH:1]2[CH2:5][CH2:4][CH2:3][CH2:2]2)[C:17]2[CH:22]=[C:23]([C:27]([F:28])([F:29])[F:30])[C:24]([CH3:26])=[CH:25][C:16]1=2)[C:31]1[N:32]=[N:33][N:34]([CH3:36])[N:35]=1. (6) Reactant: O[C:2]1[C:3]([C:8]([O:10][CH2:11][CH3:12])=[O:9])=[C:4]([CH3:7])[S:5][CH:6]=1.P(Cl)(Cl)([Cl:15])=O.C[C:19]([O-:21])=O.[Na+]. Product: [Cl:15][C:2]1[C:3]([C:8]([O:10][CH2:11][CH3:12])=[O:9])=[C:4]([CH3:7])[S:5][C:6]=1[CH:19]=[O:21]. The catalyst class is: 3.